Dataset: Full USPTO retrosynthesis dataset with 1.9M reactions from patents (1976-2016). Task: Predict the reactants needed to synthesize the given product. (1) Given the product [N:1]1([CH2:18][NH:17][CH2:16][CH2:15][C:11]2[S:10][CH:14]=[CH:13][CH:12]=2)[C:5]2[CH:6]=[CH:7][CH:8]=[CH:9][C:4]=2[N:3]=[N:2]1, predict the reactants needed to synthesize it. The reactants are: [NH:1]1[C:5]2[CH:6]=[CH:7][CH:8]=[CH:9][C:4]=2[N:3]=[N:2]1.[S:10]1[CH:14]=[CH:13][CH:12]=[C:11]1[CH2:15][CH2:16][NH2:17].[CH2:18]=O. (2) Given the product [CH3:3][C:4]1[O:8][C:7]([C:9]2[CH:10]=[CH:11][CH:12]=[CH:13][CH:14]=2)=[N:6][C:5]=1[CH2:15][O:16][C:17]1[CH:18]=[C:19]([CH:22]=[CH:23][CH:24]=1)[CH2:20][OH:21], predict the reactants needed to synthesize it. The reactants are: [BH4-].[Na+].[CH3:3][C:4]1[O:8][C:7]([C:9]2[CH:14]=[CH:13][CH:12]=[CH:11][CH:10]=2)=[N:6][C:5]=1[CH2:15][O:16][C:17]1[CH:18]=[C:19]([CH:22]=[CH:23][CH:24]=1)[CH:20]=[O:21].O1CCCC1.O.